Dataset: Reaction yield outcomes from USPTO patents with 853,638 reactions. Task: Predict the reaction yield, written as a fraction of the theoretical maximum amount of product (1.0 means a 100% yield; for example, 0.34 means a 34% yield). (1) The reactants are [H-].[Na+].[CH2:3]([O:10][C:11]1[CH:12]=[C:13]2[C:18](=[CH:19][CH:20]=1)[C:17]([OH:21])=[C:16]([C:22]1[CH:27]=[CH:26][C:25]([F:28])=[CH:24][CH:23]=1)[CH:15]=[CH:14]2)[C:4]1[CH:9]=[CH:8][CH:7]=[CH:6][CH:5]=1.F[C:30]1[CH:37]=[CH:36][C:33]([CH:34]=[O:35])=[CH:32][CH:31]=1.C(OCC)C. The catalyst is CN1C(=O)CCC1. The product is [CH2:3]([O:10][C:11]1[CH:12]=[C:13]2[C:18](=[CH:19][CH:20]=1)[C:17]([O:21][C:30]1[CH:37]=[CH:36][C:33]([CH:34]=[O:35])=[CH:32][CH:31]=1)=[C:16]([C:22]1[CH:23]=[CH:24][C:25]([F:28])=[CH:26][CH:27]=1)[CH:15]=[CH:14]2)[C:4]1[CH:5]=[CH:6][CH:7]=[CH:8][CH:9]=1. The yield is 0.700. (2) The reactants are [Cl:1][C:2]1[CH:7]=[CH:6][N:5]2[N:8]=[C:9]([C:13]3[CH:18]=[CH:17][C:16]([F:19])=[CH:15][CH:14]=3)[C:10]([CH:11]=[O:12])=[C:4]2[CH:3]=1.C([Mg]Br)#C.O.O1C[CH2:28][CH2:27][CH2:26]1. No catalyst specified. The product is [Cl:1][C:2]1[CH:7]=[CH:6][N:5]2[N:8]=[C:9]([C:13]3[CH:18]=[CH:17][C:16]([F:19])=[CH:15][CH:14]=3)[C:10]([C:11](=[O:12])[C:26]#[C:27][CH3:28])=[C:4]2[CH:3]=1. The yield is 0.620. (3) The reactants are Br[CH2:2][CH2:3][OH:4].[C:5]([O:9][C:10](=[O:18])[NH:11][CH:12]1[CH2:17][CH2:16][NH:15][CH2:14][CH2:13]1)([CH3:8])([CH3:7])[CH3:6].C(=O)([O-])[O-].[K+].[K+]. The catalyst is CN(C)C=O. The product is [C:5]([O:9][C:10](=[O:18])[NH:11][CH:12]1[CH2:17][CH2:16][N:15]([CH2:2][CH2:3][OH:4])[CH2:14][CH2:13]1)([CH3:8])([CH3:6])[CH3:7]. The yield is 0.970. (4) The reactants are [CH:1]1([CH2:7][C:8]2([CH3:15])[C:12](=[O:13])[NH:11][N:10]=[C:9]2[CH3:14])[CH2:6][CH2:5][CH2:4][CH2:3][CH2:2]1.[H-].[Na+].Br[CH2:19][C:20]([C:22]1[CH:27]=[CH:26][CH:25]=[CH:24][CH:23]=1)=[O:21]. The catalyst is CN(C=O)C. The product is [CH:1]1([CH2:7][C:8]2([CH3:15])[C:12](=[O:13])[N:11]([CH2:19][C:20](=[O:21])[C:22]3[CH:27]=[CH:26][CH:25]=[CH:24][CH:23]=3)[N:10]=[C:9]2[CH3:14])[CH2:2][CH2:3][CH2:4][CH2:5][CH2:6]1. The yield is 0.490. (5) The reactants are [F:1][C:2]1[CH:20]=[CH:19][C:5]([CH2:6][O:7][C:8]2[CH:9]=[C:10]3[C:15](=[CH:16][CH:17]=2)[C:14](=O)[NH:13][CH2:12][CH2:11]3)=[CH:4][CH:3]=1.[H-].[Al+3].[Li+].[H-].[H-].[H-]. The catalyst is O1CCCC1. The product is [F:1][C:2]1[CH:3]=[CH:4][C:5]([CH2:6][O:7][C:8]2[CH:9]=[C:10]3[C:15](=[CH:16][CH:17]=2)[CH2:14][NH:13][CH2:12][CH2:11]3)=[CH:19][CH:20]=1. The yield is 0.980. (6) The reactants are [C:1]([C:4](=[C:10](OCC)[CH3:11])[C:5]([O:7][CH2:8][CH3:9])=[O:6])(=O)[CH3:2].C(O)(=O)C.[CH:19]([NH2:21])=[NH:20].[O-]CC.[Na+]. The catalyst is C(O)C. The product is [CH3:2][C:1]1[C:4]([C:5]([O:7][CH2:8][CH3:9])=[O:6])=[C:10]([CH3:11])[N:21]=[CH:19][N:20]=1. The yield is 0.760. (7) The reactants are [Br:1][C:2]1[CH:3]=[CH:4][CH:5]=[C:6]2[C:11]=1[N:10]=[CH:9][CH:8]=[CH:7]2.[N+:12]([O-])([OH:14])=[O:13]. The catalyst is S(=O)(=O)(O)O. The product is [Br:1][C:2]1[CH:3]=[CH:4][C:5]([N+:12]([O-:14])=[O:13])=[C:6]2[C:11]=1[N:10]=[CH:9][CH:8]=[CH:7]2. The yield is 0.940. (8) The reactants are [CH3:1][O:2][C:3]([C:5]1[C:14]2[C:9](=[CH:10][C:11]([O:16][CH3:17])=[C:12]([OH:15])[CH:13]=2)[C:8](=[O:18])[N:7]([CH2:19][CH3:20])[CH:6]=1)=[O:4].C1C=CC(P(C2C=CC=CC=2)C2C=CC=CC=2)=CC=1.CCOC(/N=N/C(OCC)=O)=O.[N:52]1[C:61]2[C:56](=[CH:57][CH:58]=[CH:59][CH:60]=2)[CH:55]=[CH:54][C:53]=1[CH2:62][CH2:63][CH2:64]O. The catalyst is C1COCC1.CCOC(C)=O. The product is [CH3:1][O:2][C:3]([C:5]1[C:14]2[C:9](=[CH:10][C:11]([O:16][CH3:17])=[C:12]([O:15][CH2:64][CH2:63][CH2:62][C:53]3[CH:54]=[CH:55][C:56]4[C:61](=[CH:60][CH:59]=[CH:58][CH:57]=4)[N:52]=3)[CH:13]=2)[C:8](=[O:18])[N:7]([CH2:19][CH3:20])[CH:6]=1)=[O:4]. The yield is 0.114.